Dataset: Full USPTO retrosynthesis dataset with 1.9M reactions from patents (1976-2016). Task: Predict the reactants needed to synthesize the given product. (1) Given the product [CH3:36][N:29]1[C:30]([C:32]([OH:34])=[O:33])=[CH:31][C:27]([O:5][CH2:6][CH2:7][CH2:8][C:9]2[O:13][N:12]=[C:11]([C:14]3[CH:19]=[CH:18][C:17]([C:20]([F:23])([F:22])[F:21])=[CH:16][CH:15]=3)[CH:10]=2)=[N:28]1, predict the reactants needed to synthesize it. The reactants are: CS([O:5][CH2:6][CH2:7][CH2:8][C:9]1[O:13][N:12]=[C:11]([C:14]2[CH:19]=[CH:18][C:17]([C:20]([F:23])([F:22])[F:21])=[CH:16][CH:15]=2)[CH:10]=1)(=O)=O.[I-].[Na+].O[C:27]1[CH:31]=[C:30]([C:32]([O:34]C)=[O:33])[N:29]([CH3:36])[N:28]=1.C(=O)([O-])[O-].[K+].[K+].Cl. (2) The reactants are: [CH:1]12[CH2:8][CH2:7][CH:4]([NH:5][CH2:6]1)[CH2:3][N:2]2[C:9]([C:11]1[CH:35]=[C:14]2[CH2:15][N:16]([C:20]([O:22][CH2:23][C:24]3[CH:29]=[C:28]([C:30]([F:33])([F:32])[F:31])[CH:27]=[C:26]([Cl:34])[CH:25]=3)=[O:21])[CH2:17][CH2:18][CH2:19][N:13]2[N:12]=1)=[O:10].C=O.[BH3-][C:39]#N.[Na+]. Given the product [CH3:39][N:5]1[CH2:6][CH:1]2[CH2:8][CH2:7][CH:4]1[CH2:3][N:2]2[C:9]([C:11]1[CH:35]=[C:14]2[CH2:15][N:16]([C:20]([O:22][CH2:23][C:24]3[CH:29]=[C:28]([C:30]([F:32])([F:33])[F:31])[CH:27]=[C:26]([Cl:34])[CH:25]=3)=[O:21])[CH2:17][CH2:18][CH2:19][N:13]2[N:12]=1)=[O:10], predict the reactants needed to synthesize it. (3) Given the product [N:1]1[C:10]2[C:5](=[CH:6][CH:7]=[CH:8][CH:9]=2)[N:4]=[CH:3][C:2]=1[NH:11][C:12]1[O:13][C@:14]2([CH2:22][N:23]=1)[CH:19]1[CH2:18][CH2:17][N+:16]([O-:29])([CH2:21][CH2:20]1)[CH2:15]2, predict the reactants needed to synthesize it. The reactants are: [N:1]1[C:10]2[C:5](=[CH:6][CH:7]=[CH:8][CH:9]=2)[N:4]=[CH:3][C:2]=1[NH:11][C:12]1[O:13][C@:14]2([CH2:22][N:23]=1)[CH:19]1[CH2:20][CH2:21][N:16]([CH2:17][CH2:18]1)[CH2:15]2.ClC1C=C(C=CC=1)C(OO)=[O:29]. (4) Given the product [C:6]([CH2:7][N:8]([CH2:51][C:52]([OH:58])=[O:53])[CH:9]([CH2:39][CH2:40][CH2:41][C:42]1[CH:47]=[CH:46][C:45]([N+:48]([O-:50])=[O:49])=[CH:44][CH:43]=1)[CH2:10][N:11]([CH2:20][CH2:21][N:22]([CH2:31][C:32]([OH:34])=[O:33])[CH2:23][C:24]([OH:30])=[O:25])[CH2:12][C:13]([OH:15])=[O:14])([OH:59])=[O:5], predict the reactants needed to synthesize it. The reactants are: C([O:5][C:6](=[O:59])[CH2:7][N:8]([CH2:51][C:52](=[O:58])[O:53]C(C)(C)C)[CH:9]([CH2:39][CH2:40][CH2:41][C:42]1[CH:47]=[CH:46][C:45]([N+:48]([O-:50])=[O:49])=[CH:44][CH:43]=1)[CH2:10][N:11]([CH2:20][CH2:21][N:22]([CH2:31][C:32]([O:34]C(C)(C)C)=[O:33])[CH2:23][C:24](=[O:30])[O:25]C(C)(C)C)[CH2:12][C:13]([O:15]C(C)(C)C)=[O:14])(C)(C)C.Cl.CCOCC. (5) Given the product [CH3:28][N:10]([CH2:11][CH2:12][CH2:13][NH:14][C:15]1[N:16]=[N+:17]([O-:27])[C:18]2[CH:25]=[C:24]([CH3:26])[CH:23]=[CH:22][C:19]=2[N+:20]=1[O-:21])[CH2:9][CH2:8][CH2:7][NH:6][C:4]([C:3]1[C:49]2[C:44](=[N:43][C:42]3[C:51]([N:50]=2)=[CH:38][CH:39]=[CH:40][CH:41]=3)[CH:45]=[CH:46][CH:47]=1)=[O:5], predict the reactants needed to synthesize it. The reactants are: N.F[C:3](F)(F)[C:4]([NH:6][CH2:7][CH2:8][CH2:9][N:10]([CH3:28])[CH2:11][CH2:12][CH2:13][NH:14][C:15]1[N:16]=[N+:17]([O-:27])[C:18]2[CH:25]=[C:24]([CH3:26])[CH:23]=[CH:22][C:19]=2[N+:20]=1[O-:21])=[O:5].N1(C([C:38]2[C:51]3[C:42](=[N:43][C:44]4[C:49]([N:50]=3)=C[CH:47]=[CH:46][CH:45]=4)[CH:41]=[CH:40][CH:39]=2)=O)C=CN=C1.